From a dataset of Full USPTO retrosynthesis dataset with 1.9M reactions from patents (1976-2016). Predict the reactants needed to synthesize the given product. Given the product [CH3:32][C:18]([N:33]1[C:6](=[O:8])[C:5]([C:9]2[CH:10]=[N:11][CH:12]=[N:13][CH:14]=2)=[C:4]([CH3:15])[O:3][CH2:2]1)([CH3:17])[C:19]([O:21][CH2:22][C:23]1[CH:28]=[CH:27][C:26]([N+:29]([O-:31])=[O:30])=[CH:25][CH:24]=1)=[O:20], predict the reactants needed to synthesize it. The reactants are: C[C:2]1(C)O[C:6](=[O:8])[C:5]([C:9]2[CH:10]=[N:11][CH:12]=[N:13][CH:14]=2)=[C:4]([CH3:15])[O:3]1.[CH3:17][C:18]([N:33]=C)([CH3:32])[C:19]([O:21][CH2:22][C:23]1[CH:28]=[CH:27][C:26]([N+:29]([O-:31])=[O:30])=[CH:25][CH:24]=1)=[O:20].